Dataset: Full USPTO retrosynthesis dataset with 1.9M reactions from patents (1976-2016). Task: Predict the reactants needed to synthesize the given product. (1) Given the product [C:69]([C:68]1[CH:71]=[CH:72][C:65]([NH:64][C:2]2[CH:17]=[C:16]([NH:18][CH:19]([CH3:21])[CH3:20])[C:5]([C:6]([NH:8][CH2:9][C@@H:10]([F:15])[C:11]([OH:14])([CH3:13])[CH3:12])=[O:7])=[CH:4][N:3]=2)=[N:66][CH:67]=1)#[N:70], predict the reactants needed to synthesize it. The reactants are: Cl[C:2]1[CH:17]=[C:16]([NH:18][CH:19]([CH3:21])[CH3:20])[C:5]([C:6]([NH:8][CH2:9][C@@H:10]([F:15])[C:11]([OH:14])([CH3:13])[CH3:12])=[O:7])=[CH:4][N:3]=1.CC1(C)C2C(=C(P(C3C=CC=CC=3)C3C=CC=CC=3)C=CC=2)OC2C(P(C3C=CC=CC=3)C3C=CC=CC=3)=CC=CC1=2.[NH2:64][C:65]1[CH:72]=[CH:71][C:68]([C:69]#[N:70])=[CH:67][N:66]=1.C([O-])([O-])=O.[Na+].[Na+]. (2) Given the product [CH2:8]([O:7][C:1](=[O:6])[CH2:2][C:3](=[O:5])[C@H:24]([CH3:25])[C@H:27]([CH3:26])[CH2:31][CH2:32][CH3:33])[CH3:9], predict the reactants needed to synthesize it. The reactants are: [C:1]([O:7][CH2:8][CH3:9])(=[O:6])[CH2:2][C:3]([O-:5])=O.[K+].[Mg+2].[Cl-].[Cl-].C(N1[CH:25]=[CH:24]N=C1)(N1C=CN=C1)=O.[CH3:26][C@H:27]([C@H:31](C)[CH2:32][CH2:33]C)C(O)=O.CC(C)(CCCC)C(O)=O.C(N1C=CN=C1)(N1C=CN=C1)=O.C1COCC1.C(=O)=O.C([O-])(=O)CC([O-])=O.[Mg+2].[Cl-].[Cl-].C([O-])(=O)CC([O-])=O.[Mg+2].[Cl-].[Cl-].C1COCC1.Cl. (3) Given the product [CH3:20][O:19][C@@H:5]([CH2:6][C:7]1[CH:8]=[CH:9][C:10]([C:13]#[C:14][CH2:15][CH2:16][CH2:17][O:37][C:34]2[CH:33]=[CH:32][C:31]([C:22]([CH3:24])([C:25]3[CH:26]=[CH:27][CH:28]=[CH:29][CH:30]=3)[CH3:23])=[CH:36][CH:35]=2)=[CH:11][CH:12]=1)[C:4]([OH:3])=[O:21], predict the reactants needed to synthesize it. The reactants are: C([O:3][C:4](=[O:21])[CH:5]([O:19][CH3:20])[CH2:6][C:7]1[CH:12]=[CH:11][C:10]([C:13]#[C:14][CH2:15][CH2:16][CH2:17]Br)=[CH:9][CH:8]=1)C.[C:22]([C:31]1[CH:36]=[CH:35][C:34]([OH:37])=[CH:33][CH:32]=1)([C:25]1[CH:30]=[CH:29][CH:28]=[CH:27][CH:26]=1)([CH3:24])[CH3:23]. (4) Given the product [F:34][C:10]1[CH:9]=[C:8]([CH:13]=[C:12]([F:14])[C:11]=1[C@@H:15]1[C:20]2[NH:21][C:22]3[C:27]([C:19]=2[CH2:18][C@@H:17]([CH3:28])[N:16]1[CH2:29][C:30]([F:33])([CH3:31])[CH3:32])=[CH:26][CH:25]=[CH:24][CH:23]=3)[O:7][CH2:6][CH2:5][OH:4], predict the reactants needed to synthesize it. The reactants are: C([O:4][CH2:5][CH2:6][O:7][C:8]1[CH:13]=[C:12]([F:14])[C:11]([C@@H:15]2[C:20]3[NH:21][C:22]4[C:27]([C:19]=3[CH2:18][C@@H:17]([CH3:28])[N:16]2[CH2:29][C:30]([F:33])([CH3:32])[CH3:31])=[CH:26][CH:25]=[CH:24][CH:23]=4)=[C:10]([F:34])[CH:9]=1)(=O)C.[OH-].[Na+]. (5) The reactants are: [CH3:1][C:2]1([CH3:29])[CH:7]2[CH:8]3[CH2:22][CH2:21][CH:20]=[CH:19][C:9]3=[C:10]3[C:18]([CH2:17][C:16]4[CH:15]=[CH:14][CH:13]=[CH:12][C:11]3=4)=[C:6]2[C:5](C)([CH3:23])[C:4]([CH3:26])([CH3:25])[C:3]1([CH3:28])[CH3:27].[CH2:30]([Li])CCC.CCCCCC.[CH:41]1[C:50]2[C:45](=[CH:46][CH:47]=[CH:48][CH:49]=2)[CH:44]=[CH:43][C:42]=1[C:51]([C:57]1[CH:66]=[CH:65][C:64]2[C:59](=[CH:60][CH:61]=[CH:62][CH:63]=2)[CH:58]=1)=[C:52]1[CH:56]=[CH:55][CH:54]=[CH:53]1.Cl. Given the product [CH:58]1[C:59]2[C:64](=[CH:63][CH:62]=[CH:61][CH:60]=2)[CH:65]=[CH:66][C:57]=1[C:51]([C:42]1[CH:43]=[CH:44][C:45]2[C:50](=[CH:49][CH:48]=[CH:47][CH:46]=2)[CH:41]=1)([CH:52]1[CH:56]=[CH:55][CH:54]=[CH:53]1)[C:7]1([CH3:30])[C:6]2[C:5]([CH3:23])([CH:12]3[CH2:13][CH2:14][CH:15]=[CH:16][C:11]3=[C:10]3[C:18]=2[CH2:17][C:19]2[CH:20]=[CH:21][CH:22]=[CH:8][C:9]3=2)[C:4]([CH3:26])([CH3:25])[C:3]([CH3:28])([CH3:27])[C:2]1([CH3:1])[CH3:29], predict the reactants needed to synthesize it.